Dataset: Catalyst prediction with 721,799 reactions and 888 catalyst types from USPTO. Task: Predict which catalyst facilitates the given reaction. (1) The catalyst class is: 10. Product: [S:1]1[C:5]2[CH:6]=[CH:7][CH:8]=[CH:9][C:4]=2[C:3]([C@H:10]2[CH2:15][CH2:14][C@H:13]([C:16]3[N:25]4[C:19]([CH2:20][N:21]([CH2:41][CH2:40][NH:39][CH3:38])[CH2:22][C:23]5[CH:29]=[C:28]([Cl:30])[CH:27]=[CH:26][C:24]=54)=[N:18][N:17]=3)[CH2:12][CH2:11]2)=[N:2]1. Reactant: [S:1]1[C:5]2[CH:6]=[CH:7][CH:8]=[CH:9][C:4]=2[C:3]([C@H:10]2[CH2:15][CH2:14][C@H:13]([C:16]3[N:25]4[C:19]([CH2:20][NH:21][CH2:22][C:23]5[CH:29]=[C:28]([Cl:30])[CH:27]=[CH:26][C:24]=54)=[N:18][N:17]=3)[CH2:12][CH2:11]2)=[N:2]1.C(=O)([O-])[O-].[Cs+].[Cs+].Cl.[CH3:38][NH:39][CH2:40][CH2:41]Cl. (2) Reactant: [CH2:1]([NH:7][C:8]1[C:9]([NH2:16])=[CH:10][C:11]([CH3:15])=[C:12]([CH3:14])[CH:13]=1)[CH2:2][CH2:3][CH2:4][CH2:5][CH3:6].O.[NH:18]1[C:26](=[O:27])[C:24](=O)[C:22](=O)[NH:21][C:19]1=[O:20].B(O)(O)O. Product: [CH2:1]([N:7]1[C:22]2[C:24]([C:26](=[O:27])[NH:18][C:19](=[O:20])[N:21]=2)=[N:16][C:9]2[CH:10]=[C:11]([CH3:15])[C:12]([CH3:14])=[CH:13][C:8]1=2)[CH2:2][CH2:3][CH2:4][CH2:5][CH3:6]. The catalyst class is: 52. (3) Reactant: [CH3:1][O:2][C:3](=[O:13])[C:4]1[CH:9]=[C:8]([Br:10])[C:7]([F:11])=[CH:6][C:5]=1[OH:12].[CH2:14](Br)[C:15]1[CH:20]=[CH:19][CH:18]=[CH:17][CH:16]=1.C(=O)([O-])[O-].[K+].[K+]. Product: [CH3:1][O:2][C:3](=[O:13])[C:4]1[CH:9]=[C:8]([Br:10])[C:7]([F:11])=[CH:6][C:5]=1[O:12][CH2:14][C:15]1[CH:20]=[CH:19][CH:18]=[CH:17][CH:16]=1. The catalyst class is: 21. (4) Reactant: [Cl:1][C:2]1[CH:3]=[C:4]([C:8]2[O:12][C:11]([C:13]([O:15]CC)=O)=[N:10][CH:9]=2)[CH:5]=[CH:6][CH:7]=1.[NH2:18][C@@H:19]1[CH:24]2[CH2:25][CH2:26][N:21]([CH2:22][CH2:23]2)[CH2:20]1.O.[C:28]1([CH3:38])[CH:33]=[CH:32][C:31]([S:34]([OH:37])(=[O:36])=[O:35])=[CH:30][CH:29]=1. The catalyst class is: 14. Product: [CH3:38][C:28]1[CH:29]=[CH:30][C:31]([S:34]([OH:37])(=[O:36])=[O:35])=[CH:32][CH:33]=1.[N:21]12[CH2:26][CH2:25][CH:24]([CH2:23][CH2:22]1)[C@@H:19]([NH:18][C:13]([C:11]1[O:12][C:8]([C:4]3[CH:5]=[CH:6][CH:7]=[C:2]([Cl:1])[CH:3]=3)=[CH:9][N:10]=1)=[O:15])[CH2:20]2. (5) Reactant: C1(P(C2CCCCC2)C2C=CC=CC=2C2C=CC=CC=2N(C)C)CCCCC1.CC(C)([O-])C.[K+].Cl.[F:36][C:37]([F:49])([F:48])[C:38]1[CH:39]=[C:40]2[C:45](=[CH:46][CH:47]=1)[CH2:44][NH:43][CH2:42][CH2:41]2.Br[C:51]1[CH:56]=[C:55]([CH3:57])[C:54]([NH:58][C:59](=[O:65])[CH2:60][C:61]([CH3:64])([CH3:63])[CH3:62])=[C:53]([CH3:66])[CH:52]=1. Product: [CH3:57][C:55]1[CH:56]=[C:51]([N:43]2[CH2:42][CH2:41][C:40]3[C:45](=[CH:46][CH:47]=[C:38]([C:37]([F:36])([F:48])[F:49])[CH:39]=3)[CH2:44]2)[CH:52]=[C:53]([CH3:66])[C:54]=1[NH:58][C:59](=[O:65])[CH2:60][C:61]([CH3:63])([CH3:62])[CH3:64]. The catalyst class is: 11. (6) Reactant: [C:1]([O:5][C:6]([CH2:8]/[N:9]=[CH:10]/[C:11]1[CH:20]=[CH:19][C:14]([C:15]([O:17][CH3:18])=[O:16])=[CH:13][CH:12]=1)=[O:7])([CH3:4])([CH3:3])[CH3:2].[BH4-].[Na+]. Product: [C:1]([O:5][C:6]([CH2:8][NH:9][CH2:10][C:11]1[CH:12]=[CH:13][C:14]([C:15]([O:17][CH3:18])=[O:16])=[CH:19][CH:20]=1)=[O:7])([CH3:4])([CH3:2])[CH3:3]. The catalyst class is: 5. (7) Reactant: [Cl:1][C:2]1[CH:7]=[CH:6][C:5]([C:8]2[S:12][C:11]([C:13]3[CH:23]=[CH:22][C:16]([C:17]([O:19]CC)=[O:18])=[CH:15][CH:14]=3)=[CH:10][CH:9]=2)=[CH:4][CH:3]=1.[OH-].[Na+].O1CCCC1.Cl. Product: [Cl:1][C:2]1[CH:7]=[CH:6][C:5]([C:8]2[S:12][C:11]([C:13]3[CH:23]=[CH:22][C:16]([C:17]([OH:19])=[O:18])=[CH:15][CH:14]=3)=[CH:10][CH:9]=2)=[CH:4][CH:3]=1. The catalyst class is: 97.